This data is from Full USPTO retrosynthesis dataset with 1.9M reactions from patents (1976-2016). The task is: Predict the reactants needed to synthesize the given product. (1) Given the product [C:25]([C:27]1[C:28]([O:43][CH2:44][CH2:45][O:46][CH3:47])=[CH:29][C:30]([NH:33][C:34]([N:7]2[C:6]3[C:11](=[CH:12][C:13]([CH2:14][N:15]4[CH2:20][CH2:19][N:18]([CH3:21])[CH2:17][C:16]4=[O:22])=[C:4]([CH:3]([O:23][CH3:24])[O:2][CH3:1])[N:5]=3)[CH2:10][CH2:9][CH2:8]2)=[O:35])=[N:31][CH:32]=1)#[N:26], predict the reactants needed to synthesize it. The reactants are: [CH3:1][O:2][CH:3]([O:23][CH3:24])[C:4]1[C:13]([CH2:14][N:15]2[CH2:20][CH2:19][N:18]([CH3:21])[CH2:17][C:16]2=[O:22])=[CH:12][C:11]2[CH2:10][CH2:9][CH2:8][NH:7][C:6]=2[N:5]=1.[C:25]([C:27]1[C:28]([O:43][CH2:44][CH2:45][O:46][CH3:47])=[CH:29][C:30]([NH:33][C:34](=O)[O:35]C2C=CC=CC=2)=[N:31][CH:32]=1)#[N:26]. (2) Given the product [ClH:36].[CH:1]1([NH:4][C:5](=[O:35])[C:6]2[CH:11]=[CH:10][C:9]([CH3:12])=[C:8]([N:13]3[CH:18]=[CH:17][N:16]=[C:15]([NH:19][C:20]([CH3:33])([C:22]4[CH:27]=[CH:26][CH:25]=[CH:24][C:23]=4[O:28][CH2:29][CH2:30][NH:31][CH3:32])[CH3:21])[C:14]3=[O:34])[CH:7]=2)[CH2:3][CH2:2]1, predict the reactants needed to synthesize it. The reactants are: [CH:1]1([NH:4][C:5](=[O:35])[C:6]2[CH:11]=[CH:10][C:9]([CH3:12])=[C:8]([N:13]3[CH:18]=[CH:17][N:16]=[C:15]([NH:19][C:20]([CH3:33])([C:22]4[CH:27]=[CH:26][CH:25]=[CH:24][C:23]=4[O:28][CH2:29][CH2:30][NH:31][CH3:32])[CH3:21])[C:14]3=[O:34])[CH:7]=2)[CH2:3][CH2:2]1.[ClH:36]. (3) Given the product [CH:26]1([C:29]2[C:30]([O:39][CH2:40][CH:41]3[CH2:46][CH2:45][C:44]([F:48])([F:47])[CH2:43][CH2:42]3)=[CH:31][C:32]([F:38])=[C:33]([CH:37]=2)[C:34]([NH:59][S:56](=[O:58])(=[O:57])[NH:55][CH3:54])=[O:35])[CH2:28][CH2:27]1, predict the reactants needed to synthesize it. The reactants are: C1(C2C(OCC3(C(F)(F)F)CCCCC3)=CC(F)=C(C=2)C(O)=O)CC1.[CH:26]1([C:29]2[C:30]([O:39][CH2:40][CH:41]3[CH2:46][CH2:45][C:44]([F:48])([F:47])[CH2:43][CH2:42]3)=[CH:31][C:32]([F:38])=[C:33]([CH:37]=2)[C:34](O)=[O:35])[CH2:28][CH2:27]1.CS(N)(=O)=O.[CH3:54][NH:55][S:56]([NH2:59])(=[O:58])=[O:57]. (4) Given the product [CH3:28][NH:27][C:25]([C:24]1[C:19]2[CH:18]=[C:17]3[C:36]([CH3:38])=[CH:39][C@H:9]([O:8][CH2:1][C:2]4[CH:3]=[CH:4][CH:5]=[CH:6][CH:7]=4)[CH2:10][N:11]([S:12]([CH3:15])(=[O:13])=[O:14])[C:16]3=[N:21][C:20]=2[O:22][C:23]=1[C:29]1[CH:34]=[CH:33][C:32]([F:35])=[CH:31][CH:30]=1)=[O:26], predict the reactants needed to synthesize it. The reactants are: [CH2:1]([O:8][C@@H:9]([CH:39]=C)[CH2:10][N:11]([C:16]1[N:21]=[C:20]2[O:22][C:23]([C:29]3[CH:34]=[CH:33][C:32]([F:35])=[CH:31][CH:30]=3)=[C:24]([C:25]([NH:27][CH3:28])=[O:26])[C:19]2=[CH:18][C:17]=1[C:36]([CH3:38])=C)[S:12]([CH3:15])(=[O:14])=[O:13])[C:2]1[CH:7]=[CH:6][CH:5]=[CH:4][CH:3]=1. (5) The reactants are: Cl[C:2]1[C:11]2[C:6](=[CH:7][C:8]([O:12][C:13]3[CH:18]=[CH:17][C:16]([F:19])=[CH:15][CH:14]=3)=[CH:9][CH:10]=2)[CH:5]=[N:4][N:3]=1.[Cl:20][C:21]1[CH:26]=[CH:25][CH:24]=[CH:23][C:22]=1B(O)O.COCCOC.C(=O)([O-])[O-].[Na+].[Na+]. Given the product [Cl:20][C:21]1[CH:26]=[CH:25][CH:24]=[CH:23][C:22]=1[C:2]1[C:11]2[C:6](=[CH:7][C:8]([O:12][C:13]3[CH:18]=[CH:17][C:16]([F:19])=[CH:15][CH:14]=3)=[CH:9][CH:10]=2)[CH:5]=[N:4][N:3]=1, predict the reactants needed to synthesize it. (6) Given the product [Cl:23][C:18]1[CH:17]=[C:16]([Cl:24])[CH:15]=[C:14]2[C:19]=1[C:20](=[O:22])[NH:21][C:12]([C:8]1[CH:9]=[C:10]([CH3:11])[C:5]([O:4][CH2:3][CH2:2][N:26]3[CH2:30][CH2:29][CH2:28][CH2:27]3)=[C:6]([CH3:25])[CH:7]=1)=[N:13]2, predict the reactants needed to synthesize it. The reactants are: Br[CH2:2][CH2:3][O:4][C:5]1[C:10]([CH3:11])=[CH:9][C:8]([C:12]2[NH:21][C:20](=[O:22])[C:19]3[C:14](=[CH:15][C:16]([Cl:24])=[CH:17][C:18]=3[Cl:23])[N:13]=2)=[CH:7][C:6]=1[CH3:25].[NH:26]1[CH2:30][CH2:29][CH2:28][CH2:27]1. (7) Given the product [CH2:1]([N:3]1[C:7]2[N:8]=[C:9]([C:18]3[CH:19]=[CH:20][C:21]([NH:24][C:25]([NH:27][C:28]4[CH:29]=[CH:30][C:31]([C:32]([NH:45][CH2:44][CH2:43][N:37]5[CH2:42][CH2:41][O:40][CH2:39][CH2:38]5)=[O:34])=[CH:35][CH:36]=4)=[O:26])=[CH:22][CH:23]=3)[N:10]=[C:11]([N:12]3[CH2:17][CH2:16][O:15][CH2:14][CH2:13]3)[C:6]=2[N:5]=[N:4]1)[CH3:2], predict the reactants needed to synthesize it. The reactants are: [CH2:1]([N:3]1[C:7]2[N:8]=[C:9]([C:18]3[CH:23]=[CH:22][C:21]([NH:24][C:25]([NH:27][C:28]4[CH:36]=[CH:35][C:31]([C:32]([OH:34])=O)=[CH:30][CH:29]=4)=[O:26])=[CH:20][CH:19]=3)[N:10]=[C:11]([N:12]3[CH2:17][CH2:16][O:15][CH2:14][CH2:13]3)[C:6]=2[N:5]=[N:4]1)[CH3:2].[N:37]1([CH2:43][CH2:44][NH2:45])[CH2:42][CH2:41][O:40][CH2:39][CH2:38]1.CCN(CC)CC.C1C=CC2N(O)N=NC=2C=1.CCN=C=NCCCN(C)C. (8) Given the product [Cl:14][C:15]1[CH:16]=[CH:17][C:18]([C:21]2[N:25]=[C:24]([CH:26]([NH:28][C:2]3[N:7]=[C:6]([N:8]4[CH2:12][CH2:11][O:10][C:9]4=[O:13])[CH:5]=[CH:4][N:3]=3)[CH3:27])[O:23][N:22]=2)=[CH:19][CH:20]=1, predict the reactants needed to synthesize it. The reactants are: F[C:2]1[N:7]=[C:6]([N:8]2[CH2:12][CH2:11][O:10][C:9]2=[O:13])[CH:5]=[CH:4][N:3]=1.[Cl:14][C:15]1[CH:20]=[CH:19][C:18]([C:21]2[N:25]=[C:24]([CH:26]([NH2:28])[CH3:27])[O:23][N:22]=2)=[CH:17][CH:16]=1.CCN(C(C)C)C(C)C.